From a dataset of Full USPTO retrosynthesis dataset with 1.9M reactions from patents (1976-2016). Predict the reactants needed to synthesize the given product. (1) Given the product [Cl:1][CH2:2][CH2:3][C:4]([C:11]1[CH:16]=[CH:15][CH:14]=[CH:13][CH:12]=1)([CH2:20][CH:19]=[CH2:18])[CH2:5][C:6]([O:8][CH2:9][CH3:10])=[O:7], predict the reactants needed to synthesize it. The reactants are: [Cl:1][CH2:2][CH2:3][C:4](O)([C:11]1[CH:16]=[CH:15][CH:14]=[CH:13][CH:12]=1)[CH2:5][C:6]([O:8][CH2:9][CH3:10])=[O:7].[CH2:18]([Si](C)(C)C)[CH:19]=[CH2:20]. (2) Given the product [CH2:1]([S:3]([C:5]1[CH:6]=[C:7]([CH:10]=[C:11]([O:13][CH2:14][CH3:15])[CH:12]=1)[CH:8]=[O:9])(=[O:16])=[O:4])[CH3:2], predict the reactants needed to synthesize it. The reactants are: [CH2:1]([S:3]([C:5]1[CH:6]=[C:7]([CH:10]=[C:11]([O:13][CH2:14][CH3:15])[CH:12]=1)[CH:8]=[O:9])=[O:4])[CH3:2].[OH:16]O.O.[OH-].[Na+].